Dataset: Catalyst prediction with 721,799 reactions and 888 catalyst types from USPTO. Task: Predict which catalyst facilitates the given reaction. (1) Reactant: [Li]CCCC.Br[C:7]1[CH:12]=[CH:11][CH:10]=[C:9]([Br:13])[C:8]=1[O:14][CH2:15][CH2:16]Br.CCCCCC.O. Product: [Br:13][C:9]1[C:8]2[O:14][CH2:15][CH2:16][C:7]=2[CH:12]=[CH:11][CH:10]=1. The catalyst class is: 56. (2) Reactant: F[C:2]1C=CC=C(F)C=1C(NC1C(C(O)=O)=NNC=1)=O.[NH2:20][C:21]1[C:30]([NH2:31])=[CH:29][CH:28]=[CH:27][C:22]=1[C:23]([O:25][CH3:26])=[O:24].C(Cl)CCl.C1C=CC2N(O)N=NC=2C=1. Product: [CH3:26][O:25][C:23]([C:22]1[C:21]2[N:20]=[CH:2][NH:31][C:30]=2[CH:29]=[CH:28][CH:27]=1)=[O:24]. The catalyst class is: 3. (3) Reactant: [Cl:1][C:2]1[N:7]=[C:6]2[C:8]([C:11]([NH:13][C@H:14]3[CH2:19][CH2:18][CH2:17][CH2:16][C@@H:15]3[OH:20])=[O:12])=[CH:9][NH:10][C:5]2=[CH:4][CH:3]=1.Br[CH2:22][C:23]1[CH:28]=[CH:27][C:26]([F:29])=[CH:25][CH:24]=1.C(=O)([O-])[O-].[Cs+].[Cs+]. The catalyst class is: 3. Product: [Cl:1][C:2]1[N:7]=[C:6]2[C:8]([C:11]([NH:13][C@H:14]3[CH2:19][CH2:18][CH2:17][CH2:16][C@@H:15]3[OH:20])=[O:12])=[CH:9][N:10]([CH2:22][C:23]3[CH:28]=[CH:27][C:26]([F:29])=[CH:25][CH:24]=3)[C:5]2=[CH:4][CH:3]=1. (4) Reactant: [C:1]([C:5]1[O:9][C:8]([C:10]2[CH:15]=[C:14]([O:16][CH2:17][C:18]3[CH:19]=[C:20]([CH:24]([CH:31]4[CH2:33][CH2:32]4)[CH2:25][C:26]([O:28]CC)=[O:27])[CH:21]=[CH:22][CH:23]=3)[CH:13]=[CH:12][C:11]=2[C:34]2[CH:39]=[C:38]([O:40][CH3:41])[CH:37]=[CH:36][C:35]=2[F:42])=[N:7][N:6]=1)([CH3:4])([CH3:3])[CH3:2].[OH-].[Na+].O.Cl. Product: [C:1]([C:5]1[O:9][C:8]([C:10]2[CH:15]=[C:14]([O:16][CH2:17][C:18]3[CH:19]=[C:20]([CH:24]([CH:31]4[CH2:33][CH2:32]4)[CH2:25][C:26]([OH:28])=[O:27])[CH:21]=[CH:22][CH:23]=3)[CH:13]=[CH:12][C:11]=2[C:34]2[CH:39]=[C:38]([O:40][CH3:41])[CH:37]=[CH:36][C:35]=2[F:42])=[N:7][N:6]=1)([CH3:4])([CH3:2])[CH3:3]. The catalyst class is: 92. (5) Reactant: [N:1]1[C:10]2[C:5](=[CH:6][C:7]([CH2:11][C:12]3[N:16]4[N:17]=[C:18]([C:21]#[N:22])[CH:19]=[CH:20][C:15]4=[N:14][CH:13]=3)=[CH:8][CH:9]=2)[CH:4]=[CH:3][CH:2]=1.[OH-:23].[Na+].Cl.[C:26](Cl)(=O)[C:27](Cl)=O.C(N)C. Product: [CH2:26]([NH:22][C:21]([C:18]1[CH:19]=[CH:20][C:15]2[N:16]([C:12]([CH2:11][C:7]3[CH:6]=[C:5]4[C:10](=[CH:9][CH:8]=3)[N:1]=[CH:2][CH:3]=[CH:4]4)=[CH:13][N:14]=2)[N:17]=1)=[O:23])[CH3:27]. The catalyst class is: 5. (6) Reactant: [CH3:1][N:2]([CH3:16])[CH2:3][CH2:4][O:5][C:6]1[CH:13]=[CH:12][C:9]([C:10]#[N:11])=[C:8](SC)[CH:7]=1.[CH:17]1C=C(Cl)C=C(C(OO)=O)C=1.[S:28]([O-:31])([O-])=[O:29].[Na+].[Na+].C(=O)([O-])[O-].[Na+].[Na+]. Product: [CH3:1][N:2]([CH3:16])[CH2:3][CH2:4][O:5][C:6]1[CH:13]=[CH:12][C:9]([C:10]#[N:11])=[C:8]([S:28]([CH3:17])(=[O:31])=[O:29])[CH:7]=1. The catalyst class is: 34. (7) The catalyst class is: 7. Product: [CH2:22]([N:3]([C:10]1[CH:15]=[C:14]([O:16][CH2:17][C:18]#[C:19][CH3:20])[N:13]=[CH:12][N:11]=1)[C:4]1[CH:5]=[CH:6][CH:7]=[CH:8][CH:9]=1)[CH3:23]. Reactant: [H-].[Na+].[NH:3]([C:10]1[CH:15]=[C:14]([O:16][CH2:17][C:18]#[C:19][CH3:20])[N:13]=[CH:12][N:11]=1)[C:4]1[CH:9]=[CH:8][CH:7]=[CH:6][CH:5]=1.I[CH2:22][CH3:23].[Cl-].[NH4+]. (8) Reactant: F[C:2]1[CH:7]=[CH:6][C:5]([OH:8])=[CH:4][C:3]=1[N+:9]([O-:11])=[O:10].C(N(CC)C(C)C)(C)C.[CH3:21][O:22][C:23]1[CH:29]=[CH:28][C:26]([NH2:27])=[CH:25][CH:24]=1. Product: [CH3:21][O:22][C:23]1[CH:29]=[CH:28][C:26]([NH:27][C:2]2[CH:7]=[CH:6][C:5]([OH:8])=[CH:4][C:3]=2[N+:9]([O-:11])=[O:10])=[CH:25][CH:24]=1. The catalyst class is: 435. (9) Reactant: [CH3:1][C:2]([C:5]([C:7]1[CH:8]=[C:9]([CH:14]=[CH:15][C:16]=1OS(C(F)(F)F)(=O)=O)[C:10]([O:12][CH3:13])=[O:11])=[CH2:6])([CH3:4])[CH3:3].CN(C=O)C.[F:30][C:31]1[CH:36]=[CH:35][C:34]([O:37][CH3:38])=[CH:33][C:32]=1B(O)O.C(=O)([O-])[O-].[K+].[K+]. Product: [CH3:4][C:2]([C:5]([C:7]1[CH:8]=[C:9]([C:10]([O:12][CH3:13])=[O:11])[CH:14]=[CH:15][C:16]=1[C:32]1[CH:33]=[C:34]([O:37][CH3:38])[CH:35]=[CH:36][C:31]=1[F:30])=[CH2:6])([CH3:1])[CH3:3]. The catalyst class is: 257. (10) Reactant: [F-].[K+].Br[CH2:4][C:5]([C:7]1[CH:12]=[CH:11][CH:10]=[C:9]([Br:13])[CH:8]=1)=[O:6].[F:14][B-](F)(F)F.C([N+]1C=CN(C)C=1)CCC.O. Product: [Br:13][C:9]1[CH:8]=[C:7]([C:5](=[O:6])[CH2:4][F:14])[CH:12]=[CH:11][CH:10]=1. The catalyst class is: 23.